This data is from TCR-epitope binding with 47,182 pairs between 192 epitopes and 23,139 TCRs. The task is: Binary Classification. Given a T-cell receptor sequence (or CDR3 region) and an epitope sequence, predict whether binding occurs between them. The epitope is TPGPGVRYPL. The TCR CDR3 sequence is CASSPDSSYEQYF. Result: 0 (the TCR does not bind to the epitope).